This data is from Reaction yield outcomes from USPTO patents with 853,638 reactions. The task is: Predict the reaction yield, written as a fraction of the theoretical maximum amount of product (1.0 means a 100% yield; for example, 0.34 means a 34% yield). (1) The reactants are [CH3:1][N:2]1[CH2:7][CH2:6][N:5]([CH2:8][CH2:9][CH2:10][CH2:11][O:12][C:13]2[CH:14]=[C:15]([CH:18]=[CH:19][CH:20]=2)[CH:16]=O)[CH2:4][CH2:3]1.[C:21]([C:25]1[CH:26]=[C:27]([NH2:32])[C:28]([NH2:31])=[CH:29][CH:30]=1)([CH3:24])([CH3:23])[CH3:22]. No catalyst specified. The product is [C:21]([C:25]1[CH:30]=[CH:29][C:28]2[NH:31][C:16]([C:15]3[CH:18]=[CH:19][CH:20]=[C:13]([O:12][CH2:11][CH2:10][CH2:9][CH2:8][N:5]4[CH2:6][CH2:7][N:2]([CH3:1])[CH2:3][CH2:4]4)[CH:14]=3)=[N:32][C:27]=2[CH:26]=1)([CH3:24])([CH3:22])[CH3:23]. The yield is 0.920. (2) The catalyst is O1CCOCC1.C(OCC)(=O)C.C1C=CC([P]([Pd]([P](C2C=CC=CC=2)(C2C=CC=CC=2)C2C=CC=CC=2)([P](C2C=CC=CC=2)(C2C=CC=CC=2)C2C=CC=CC=2)[P](C2C=CC=CC=2)(C2C=CC=CC=2)C2C=CC=CC=2)(C2C=CC=CC=2)C2C=CC=CC=2)=CC=1. The product is [F:32][C:28]1[C:29]([F:31])=[CH:30][C:25]2[O:24][CH2:23][C:4]3([C:3]4[C:7](=[CH:8][CH:9]=[CH:10][C:2]=4[C:37]4[CH:38]=[N:33][CH:34]=[N:35][CH:36]=4)[N:6]([CH2:11][C:12]([NH:14][C:15]4[CH:20]=[CH:19][CH:18]=[CH:17][C:16]=4[F:21])=[O:13])[C:5]3=[O:22])[C:26]=2[CH:27]=1. The reactants are Br[C:2]1[CH:10]=[CH:9][CH:8]=[C:7]2[C:3]=1[C:4]1([C:26]3[CH:27]=[C:28]([F:32])[C:29]([F:31])=[CH:30][C:25]=3[O:24][CH2:23]1)[C:5](=[O:22])[N:6]2[CH2:11][C:12]([NH:14][C:15]1[CH:20]=[CH:19][CH:18]=[CH:17][C:16]=1[F:21])=[O:13].[N:33]1[CH:38]=[C:37](B(O)O)[CH:36]=[N:35][CH:34]=1.C(=O)([O-])[O-].[Na+].[Na+]. The yield is 0.840. (3) The reactants are [N+:1]([C:4]1[CH:12]=[CH:11][CH:10]=[C:9]2[C:5]=1[CH:6]=[N:7][N:8]2[C:13]1[CH:18]=[CH:17][CH:16]=[CH:15][CH:14]=1)([O-])=O.[Cl-].[NH4+]. The catalyst is [Fe].CCO.O. The product is [C:13]1([N:8]2[C:9]3[CH:10]=[CH:11][CH:12]=[C:4]([NH2:1])[C:5]=3[CH:6]=[N:7]2)[CH:14]=[CH:15][CH:16]=[CH:17][CH:18]=1. The yield is 0.580.